Predict the reactants needed to synthesize the given product. From a dataset of Full USPTO retrosynthesis dataset with 1.9M reactions from patents (1976-2016). (1) Given the product [F:1][C:2]([F:31])([F:30])[C:3]([OH:42])=[O:4].[F:1][C:2]([F:31])([F:30])[CH:3]([C:5]1[CH:10]=[CH:9][C:8]([C:11]2[S:12][C:13]3[C:18]([N:19]=2)=[CH:17][CH:16]=[C:15]([C:20]2([C:23]4[CH:28]=[CH:27][CH:26]=[CH:25][CH:24]=4)[CH2:22][CH2:21]2)[N:14]=3)=[C:7]([F:29])[CH:6]=1)[NH2:36], predict the reactants needed to synthesize it. The reactants are: [F:1][C:2]([F:31])([F:30])[C:3]([C:5]1[CH:10]=[CH:9][C:8]([C:11]2[S:12][C:13]3[C:18]([N:19]=2)=[CH:17][CH:16]=[C:15]([C:20]2([C:23]4[CH:28]=[CH:27][CH:26]=[CH:25][CH:24]=4)[CH2:22][CH2:21]2)[N:14]=3)=[C:7]([F:29])[CH:6]=1)=[O:4].C[Si]([N-:36][Si](C)(C)C)(C)C.[Li+].[O:42]1CCCC1.[OH-].[Na+]. (2) Given the product [CH3:1][O:2][C:3](=[O:33])[CH:4]([C:9]1[CH:10]=[C:11]([C:23]2[CH:28]=[CH:27][C:26]([C:29]([F:30])([F:32])[F:31])=[CH:25][CH:24]=2)[CH:12]=[C:13]([N:35]2[CH2:36][CH2:37][C:38]3[C:43](=[CH:42][CH:41]=[CH:40][CH:39]=3)[CH2:34]2)[CH:14]=1)[CH2:5][CH:6]([CH3:7])[CH3:8], predict the reactants needed to synthesize it. The reactants are: [CH3:1][O:2][C:3](=[O:33])[CH:4]([C:9]1[CH:10]=[C:11]([C:23]2[CH:28]=[CH:27][C:26]([C:29]([F:32])([F:31])[F:30])=[CH:25][CH:24]=2)[CH:12]=[C:13](OS(C(F)(F)F)(=O)=O)[CH:14]=1)[CH2:5][CH:6]([CH3:8])[CH3:7].[CH2:34]1[C:43]2[C:38](=[CH:39][CH:40]=[CH:41][CH:42]=2)[CH2:37][CH2:36][NH:35]1. (3) Given the product [CH2:25]1[C:34]2[C:29](=[CH:30][CH:31]=[CH:32][CH:33]=2)[CH:28]([NH:35][C:19](=[O:21])[C:18]2[CH:22]=[CH:23][C:15]([O:14][CH2:13][C:3]3[C:4]([C:7]4[CH:8]=[CH:9][CH:10]=[CH:11][CH:12]=4)=[N:5][O:6][C:2]=3[CH3:1])=[N:16][CH:17]=2)[CH2:27][O:26]1, predict the reactants needed to synthesize it. The reactants are: [CH3:1][C:2]1[O:6][N:5]=[C:4]([C:7]2[CH:12]=[CH:11][CH:10]=[CH:9][CH:8]=2)[C:3]=1[CH2:13][O:14][C:15]1[CH:23]=[CH:22][C:18]([C:19]([OH:21])=O)=[CH:17][N:16]=1.Cl.[CH2:25]1[C:34]2[C:29](=[CH:30][CH:31]=[CH:32][CH:33]=2)[CH:28]([NH2:35])[CH2:27][O:26]1. (4) The reactants are: [Cl:1][C:2]1[CH:10]=[CH:9][CH:8]=[C:7]([Cl:11])[C:3]=1[C:4]([OH:6])=[O:5].[Cl:12][S:13](O)(=[O:15])=[O:14]. Given the product [Cl:12][S:13]([C:8]1[C:7]([Cl:11])=[C:3]([C:2]([Cl:1])=[CH:10][CH:9]=1)[C:4]([OH:6])=[O:5])(=[O:15])=[O:14], predict the reactants needed to synthesize it.